Dataset: Forward reaction prediction with 1.9M reactions from USPTO patents (1976-2016). Task: Predict the product of the given reaction. (1) Given the reactants [CH2:1]1[NH:6][CH2:5][CH2:4][N:3]2[CH2:7][CH2:8][CH2:9][C:2]12[CH2:10][OH:11].[F:12][C:13]([F:47])([F:46])[C:14]1[CH:15]=[C:16]([C:24]([CH3:45])([CH3:44])[C:25]([N:27]([C:29]2[CH:30]=[N:31][C:32](Cl)=[CH:33][C:34]=2[C:35]2[CH:40]=[CH:39][C:38]([F:41])=[CH:37][C:36]=2[CH3:42])[CH3:28])=[O:26])[CH:17]=[C:18]([C:20]([F:23])([F:22])[F:21])[CH:19]=1.C(=O)([O-])[O-].[K+].[K+], predict the reaction product. The product is: [F:23][C:20]([F:21])([F:22])[C:18]1[CH:17]=[C:16]([C:24]([CH3:45])([CH3:44])[C:25]([N:27]([C:29]2[CH:30]=[N:31][C:32]([N:6]3[CH2:5][CH2:4][N:3]4[CH2:7][CH2:8][CH2:9][C:2]4([CH2:10][OH:11])[CH2:1]3)=[CH:33][C:34]=2[C:35]2[CH:40]=[CH:39][C:38]([F:41])=[CH:37][C:36]=2[CH3:42])[CH3:28])=[O:26])[CH:15]=[C:14]([C:13]([F:47])([F:12])[F:46])[CH:19]=1. (2) Given the reactants C(OC([N:8]([C@@H:19]1[CH2:28][C:27]2[CH:26]=[C:25]([O:29][C:30]3[CH:31]=[CH:32][C:33]([O:39][CH3:40])=[C:34]([CH:38]=3)[C:35]([OH:37])=[O:36])[CH:24]=[CH:23][C:22]=2[CH2:21][CH2:20]1)[CH2:9][C@@H:10]([C:12]1[CH:17]=[CH:16][CH:15]=[C:14]([Cl:18])[CH:13]=1)[OH:11])=O)(C)(C)C.Cl, predict the reaction product. The product is: [ClH:18].[Cl:18][C:14]1[CH:13]=[C:12]([C@@H:10]([OH:11])[CH2:9][NH:8][C@@H:19]2[CH2:28][C:27]3[CH:26]=[C:25]([O:29][C:30]4[CH:31]=[CH:32][C:33]([O:39][CH3:40])=[C:34]([CH:38]=4)[C:35]([OH:37])=[O:36])[CH:24]=[CH:23][C:22]=3[CH2:21][CH2:20]2)[CH:17]=[CH:16][CH:15]=1. (3) Given the reactants [OH:1][CH:2]([C:15]1[CH:20]=[CH:19][CH:18]=[CH:17][N:16]=1)[CH:3]1[CH2:7][CH2:6][CH2:5][N:4]1C(OC(C)(C)C)=O.FC(F)(F)C(O)=O, predict the reaction product. The product is: [N:16]1[CH:17]=[CH:18][CH:19]=[CH:20][C:15]=1[CH:2]([CH:3]1[CH2:7][CH2:6][CH2:5][NH:4]1)[OH:1]. (4) Given the reactants Cl.[N+:2]([C:5]1[CH:10]=[CH:9][CH:8]=[CH:7][C:6]=1[NH:11]N)([O-:4])=[O:3].[C:13]([C:16]1[CH:21]=[N:20][CH:19]=[CH:18][N:17]=1)(=O)[CH3:14], predict the reaction product. The product is: [N+:2]([C:5]1[CH:10]=[CH:9][CH:8]=[C:7]2[C:6]=1[NH:11][C:13]([C:16]1[CH:21]=[N:20][CH:19]=[CH:18][N:17]=1)=[CH:14]2)([O-:4])=[O:3]. (5) The product is: [CH3:1][C:2]([CH3:22])([CH3:21])[CH2:3][CH2:4][C:5]1([OH:24])[C:14]2[C:9](=[CH:10][CH:11]=[CH:12][CH:13]=2)[C:8](=[O:15])[CH2:7][C:6]1=[O:16]. Given the reactants [CH3:1][C:2]([CH3:22])([CH3:21])[CH2:3][CH2:4][C:5]1(C(OC)=O)[C:14]2[C:9](=[CH:10][CH:11]=[CH:12][CH:13]=2)[C:8](=[O:15])[CH2:7][C:6]1=[O:16].Cl.[OH-:24].[Na+], predict the reaction product. (6) The product is: [CH2:2]([C:9]1[N:14]([CH3:15])[C:13](=[O:16])[C:12]([C:17]2[CH:22]=[CH:21][C:20]([OH:23])=[C:19]([F:25])[CH:18]=2)=[CH:11][N:10]=1)[C:3]1[CH:8]=[CH:7][CH:6]=[CH:5][CH:4]=1. Given the reactants Br.[CH2:2]([C:9]1[N:14]([CH3:15])[C:13](=[O:16])[C:12]([C:17]2[CH:22]=[CH:21][C:20]([O:23]C)=[C:19]([F:25])[CH:18]=2)=[CH:11][N:10]=1)[C:3]1[CH:8]=[CH:7][CH:6]=[CH:5][CH:4]=1, predict the reaction product. (7) Given the reactants [I:1][C:2]1[NH:6][CH:5]=[N:4][CH:3]=1.IC1NC=CN=1.[C:13]1([C:19](Cl)([C:26]2[CH:31]=[CH:30][CH:29]=[CH:28][CH:27]=2)[C:20]2[CH:25]=[CH:24][CH:23]=[CH:22][CH:21]=2)[CH:18]=[CH:17][CH:16]=[CH:15][CH:14]=1, predict the reaction product. The product is: [C:13]1([C:19]([C:20]2[CH:21]=[CH:22][CH:23]=[CH:24][CH:25]=2)([C:26]2[CH:27]=[CH:28][CH:29]=[CH:30][CH:31]=2)[N:4]2[CH:3]=[C:2]([I:1])[N:6]=[CH:5]2)[CH:14]=[CH:15][CH:16]=[CH:17][CH:18]=1.